From a dataset of Reaction yield outcomes from USPTO patents with 853,638 reactions. Predict the reaction yield, written as a fraction of the theoretical maximum amount of product (1.0 means a 100% yield; for example, 0.34 means a 34% yield). (1) The reactants are [N:1]1([C:7]([O:9][C:10]([CH3:13])([CH3:12])[CH3:11])=[O:8])[CH2:6][CH2:5][NH:4][CH2:3][CH2:2]1.[Br:14][CH2:15][CH2:16]Br.CCN(C(C)C)C(C)C. No catalyst specified. The product is [Br:14][CH2:15][CH2:16][N:4]1[CH2:5][CH2:6][N:1]([C:7]([O:9][C:10]([CH3:13])([CH3:12])[CH3:11])=[O:8])[CH2:2][CH2:3]1. The yield is 0.360. (2) The reactants are Cl.[CH3:2][O:3][NH:4][CH3:5].[CH:6]1([S:9]([C:12]2[CH:17]=[CH:16][C:15]([CH:18]([CH2:22][CH:23]3[CH2:28][CH2:27][O:26][CH2:25][CH2:24]3)[C:19](O)=[O:20])=[CH:14][CH:13]=2)(=[O:11])=[O:10])[CH2:8][CH2:7]1.Cl.CN(C)CCCN=C=NCC.ON1C2C=CC=CC=2N=N1. The catalyst is CN(C)C=O.C(OCC)(=O)C.C(N(CC)CC)C. The product is [CH:6]1([S:9]([C:12]2[CH:13]=[CH:14][C:15]([CH:18]([CH2:22][CH:23]3[CH2:24][CH2:25][O:26][CH2:27][CH2:28]3)[C:19]([N:4]([O:3][CH3:2])[CH3:5])=[O:20])=[CH:16][CH:17]=2)(=[O:10])=[O:11])[CH2:8][CH2:7]1. The yield is 0.810. (3) The reactants are Br[C:2]1[CH:9]=[N:8][CH:7]=[C:6]([N:10]2[CH2:22][CH2:21][N:13]3[C:14]4[CH2:15][CH2:16][CH2:17][CH2:18][C:19]=4[CH:20]=[C:12]3[C:11]2=[O:23])[C:3]=1[CH:4]=[O:5].[CH3:24][C@H:25]1[CH2:30][N:29]([CH:31]2[CH2:34][O:33][CH2:32]2)[C@H:28]([CH3:35])[CH2:27][N:26]1[C:36]1[CH:37]=[CH:38][C:39]([NH:42][C:43]2[C:44](=[O:59])[N:45]([CH3:58])[CH:46]=[C:47](B3OC(C)(C)C(C)(C)O3)[CH:48]=2)=[N:40][CH:41]=1.[O-]P([O-])([O-])=O.[K+].[K+].[K+].C([O-])(=O)C.[Na+]. The catalyst is C1C=CC(P(C2C=CC=CC=2)[C-]2C=CC=C2)=CC=1.C1C=CC(P(C2C=CC=CC=2)[C-]2C=CC=C2)=CC=1.Cl[Pd]Cl.[Fe+2].C(#N)C.O. The product is [CH3:24][C@H:25]1[CH2:30][N:29]([CH:31]2[CH2:34][O:33][CH2:32]2)[C@H:28]([CH3:35])[CH2:27][N:26]1[C:36]1[CH:37]=[CH:38][C:39]([NH:42][C:43]2[C:44](=[O:59])[N:45]([CH3:58])[CH:46]=[C:47]([C:2]3[CH:9]=[N:8][CH:7]=[C:6]([N:10]4[CH2:22][CH2:21][N:13]5[C:14]6[CH2:15][CH2:16][CH2:17][CH2:18][C:19]=6[CH:20]=[C:12]5[C:11]4=[O:23])[C:3]=3[CH2:4][OH:5])[CH:48]=2)=[N:40][CH:41]=1. The yield is 0.110. (4) The reactants are [CH:1]([C:4]1[CH:9]=[CH:8][C:7]([CH:10]2[C:14]3[C:15]([CH3:20])=[CH:16][C:17]([CH3:19])=[CH:18][C:13]=3[O:12][CH2:11]2)=[CH:6][CH:5]=1)([CH3:3])[CH3:2].[Br:21]N1C(=O)CCC1=O. The catalyst is C(#N)C. The product is [Br:21][C:16]1[C:17]([CH3:19])=[CH:18][C:13]2[O:12][CH2:11][CH:10]([C:7]3[CH:8]=[CH:9][C:4]([CH:1]([CH3:3])[CH3:2])=[CH:5][CH:6]=3)[C:14]=2[C:15]=1[CH3:20]. The yield is 0.820. (5) The reactants are [CH3:1][C:2]1[C:6]([CH2:7][OH:8])=[CH:5][N:4]([C:9]2[CH:14]=[CH:13][C:12]([C:15]([F:18])([F:17])[F:16])=[CH:11][N:10]=2)[N:3]=1.O[C:20]1[CH:21]=[C:22]([CH2:26][C:27]([O:29]C)=[O:28])[CH:23]=[CH:24][CH:25]=1.C(P(CCCC)CCCC)CCC.N(C(N1CCCCC1)=O)=NC(N1CCCCC1)=O. The catalyst is O1CCCC1. The product is [CH3:1][C:2]1[C:6]([CH2:7][O:8][C:20]2[CH:21]=[C:22]([CH2:26][C:27]([OH:29])=[O:28])[CH:23]=[CH:24][CH:25]=2)=[CH:5][N:4]([C:9]2[CH:14]=[CH:13][C:12]([C:15]([F:18])([F:16])[F:17])=[CH:11][N:10]=2)[N:3]=1. The yield is 0.720.